From a dataset of Full USPTO retrosynthesis dataset with 1.9M reactions from patents (1976-2016). Predict the reactants needed to synthesize the given product. (1) Given the product [Br:25][CH2:24][C:19]1[CH:20]=[CH:21][CH:22]=[CH:23][C:18]=1[NH:17][C:15]([C:13]1[C:14]2[C:2](=[O:1])[C:3]3[C:8](=[CH:7][CH:6]=[CH:5][CH:4]=3)[C:9]=2[CH:10]=[CH:11][CH:12]=1)=[O:16], predict the reactants needed to synthesize it. The reactants are: [O:1]=[C:2]1[C:14]2[C:13]([C:15]([NH:17][C:18]3[CH:23]=[CH:22][CH:21]=[CH:20][C:19]=3[CH3:24])=[O:16])=[CH:12][CH:11]=[CH:10][C:9]=2[C:8]2[C:3]1=[CH:4][CH:5]=[CH:6][CH:7]=2.[Br:25]N1C(=O)CCC1=O.CC(N=NC(C#N)(C)C)(C#N)C.BrBr. (2) Given the product [C:15]([C:17]1[N:21]([CH:22]2[CH2:23][CH2:24][N:25]([C:28]([O:30][CH:31]([CH3:32])[CH3:33])=[O:29])[CH2:26][CH2:27]2)[N:20]=[CH:19][C:18]=1[CH2:34][O:14][C:3]1[CH:4]=[CH:5][C:6]([C:8]2[N:9]([CH3:13])[CH:10]=[CH:11][N:12]=2)=[CH:7][C:2]=1[F:1])#[N:16], predict the reactants needed to synthesize it. The reactants are: [F:1][C:2]1[CH:7]=[C:6]([C:8]2[N:9]([CH3:13])[CH:10]=[CH:11][N:12]=2)[CH:5]=[CH:4][C:3]=1[OH:14].[C:15]([C:17]1[N:21]([CH:22]2[CH2:27][CH2:26][N:25]([C:28]([O:30][CH:31]([CH3:33])[CH3:32])=[O:29])[CH2:24][CH2:23]2)[N:20]=[CH:19][C:18]=1[CH2:34]OS(C)(=O)=O)#[N:16]. (3) Given the product [B:4](/[CH:9]=[CH:10]/[CH2:11][CH2:12][C:13]([OH:15])=[O:14])([OH:5])[OH:3], predict the reactants needed to synthesize it. The reactants are: CC1(C)C(C)(C)[O:5][B:4](/[CH:9]=[CH:10]/[CH2:11][CH2:12][C:13]([O:15]C)=[O:14])[O:3]1.[OH-].[K+]. (4) Given the product [F:19][CH:2]([F:1])/[CH:3]=[CH:4]/[C:5]1([OH:18])[CH2:10][CH2:9][N:8]([C:11]([O:13][C:14]([CH3:15])([CH3:16])[CH3:17])=[O:12])[CH2:7][CH2:6]1, predict the reactants needed to synthesize it. The reactants are: [F:1][CH:2]([F:19])[C:3]#[C:4][C:5]1([OH:18])[CH2:10][CH2:9][N:8]([C:11]([O:13][C:14]([CH3:17])([CH3:16])[CH3:15])=[O:12])[CH2:7][CH2:6]1. (5) Given the product [C:14]([C:4]1[C:5]([NH2:8])=[N:6][CH:7]=[C:2]([F:1])[CH:3]=1)#[CH:15], predict the reactants needed to synthesize it. The reactants are: [F:1][C:2]1[CH:3]=[C:4](I)[C:5]([NH2:8])=[N:6][CH:7]=1.C[Si]([C:14]#[CH:15])(C)C.C(N(CC)C(C)C)(C)C. (6) Given the product [Cl:20][C:21]1[N:22]=[C:23]([C:27]([NH:1][C@H:2]2[CH2:7][CH2:6][N:5]([C:8]3[S:9][C:10]([C:13]([O:15][CH2:16][CH3:17])=[O:14])=[CH:11][N:12]=3)[CH2:4][C@H:3]2[O:18][CH3:19])=[O:28])[NH:24][C:25]=1[CH3:26], predict the reactants needed to synthesize it. The reactants are: [NH2:1][C@H:2]1[CH2:7][CH2:6][N:5]([C:8]2[S:9][C:10]([C:13]([O:15][CH2:16][CH3:17])=[O:14])=[CH:11][N:12]=2)[CH2:4][C@H:3]1[O:18][CH3:19].[Cl:20][C:21]1[N:22]=[C:23]([C:27](O)=[O:28])[NH:24][C:25]=1[CH3:26].CCN=C=NCCCN(C)C.Cl. (7) Given the product [C:10]([O:9][C:8]([NH:7][C:6]1[C:2]([NH:1][C:29](=[O:30])[CH2:28][C@H:27]([NH:26][C:24](=[O:25])[O:23][CH2:16][C:17]2[CH:22]=[CH:21][CH:20]=[CH:19][CH:18]=2)[CH2:32][OH:33])=[N:3][N:4]([CH3:15])[CH:5]=1)=[O:14])([CH3:11])([CH3:12])[CH3:13], predict the reactants needed to synthesize it. The reactants are: [NH2:1][C:2]1[C:6]([NH:7][C:8](=[O:14])[O:9][C:10]([CH3:13])([CH3:12])[CH3:11])=[CH:5][N:4]([CH3:15])[N:3]=1.[CH2:16]([O:23][C:24]([NH:26][C@H:27]([C:32](OC)=[O:33])[CH2:28][C:29](O)=[O:30])=[O:25])[C:17]1[CH:22]=[CH:21][CH:20]=[CH:19][CH:18]=1.CN(C(ON1N=NC2C=CC=NC1=2)=[N+](C)C)C.F[P-](F)(F)(F)(F)F.C(N(C(C)C)CC)(C)C.[BH4-].[Li+].